Dataset: Catalyst prediction with 721,799 reactions and 888 catalyst types from USPTO. Task: Predict which catalyst facilitates the given reaction. (1) Reactant: [CH:1](=O)[C:2]1[CH:7]=[CH:6][CH:5]=[CH:4][CH:3]=1.[CH2:9]([SH:13])[CH2:10][CH2:11][SH:12].B(F)(F)F.CCOCC. Product: [C:2]1([CH:1]2[S:13][CH2:9][CH2:10][CH2:11][S:12]2)[CH:7]=[CH:6][CH:5]=[CH:4][CH:3]=1. The catalyst class is: 22. (2) Reactant: Br.[NH2:2][CH:3]1[C:12]([CH2:15][CH3:16])([CH2:13][CH3:14])[C:11]2[CH:10]=[C:9]([OH:17])[CH:8]=[CH:7][C:6]=2[CH2:5][CH:4]1Br.[OH-].[Na+].[C:21]([O:25][C:26](O[C:26]([O:25][C:21]([CH3:24])([CH3:23])[CH3:22])=[O:27])=[O:27])([CH3:24])([CH3:23])[CH3:22]. Product: [C:21]([O:25][C:26]([N:2]1[CH:4]2[CH:3]1[C:12]([CH2:15][CH3:16])([CH2:13][CH3:14])[C:11]1[C:6]([CH2:5]2)=[CH:7][CH:8]=[C:9]([OH:17])[CH:10]=1)=[O:27])([CH3:24])([CH3:23])[CH3:22]. The catalyst class is: 69. (3) Reactant: Cl[C:2]1[CH:7]=[C:6]([C:8]([F:11])([F:10])[F:9])[CH:5]=[C:4]([Cl:12])[N:3]=1.[CH3:13][Mg]Br.O. Product: [Cl:12][C:4]1[CH:5]=[C:6]([C:8]([F:11])([F:10])[F:9])[CH:7]=[C:2]([CH3:13])[N:3]=1. The catalyst class is: 7. (4) Reactant: [NH2:1][C:2]1[N:7]=[C:6]([N:8]2[CH2:13][CH2:12][C:11]([CH3:15])([OH:14])[CH2:10][CH2:9]2)[CH:5]=[CH:4][C:3]=1[N+:16]([O-])=O.[CH2:19]([O:26][C:27]1[CH:34]=[CH:33][C:30]([CH:31]=O)=[CH:29][CH:28]=1)[C:20]1[CH:25]=[CH:24][CH:23]=[CH:22][CH:21]=1.S(S([O-])=O)([O-])=O.[Na+].[Na+].CCO. Product: [CH2:19]([O:26][C:27]1[CH:28]=[CH:29][C:30]([C:31]2[NH:1][C:2]3=[N:7][C:6]([N:8]4[CH2:13][CH2:12][C:11]([CH3:15])([OH:14])[CH2:10][CH2:9]4)=[CH:5][CH:4]=[C:3]3[N:16]=2)=[CH:33][CH:34]=1)[C:20]1[CH:21]=[CH:22][CH:23]=[CH:24][CH:25]=1. The catalyst class is: 6. (5) Reactant: [CH3:1][S:2]([C:5]1[CH:10]=[CH:9][C:8]([CH2:11][CH2:12][CH2:13][N:14]2[CH2:19][CH2:18][CH2:17][C@@H:16]([CH2:20][N:21]3[CH2:26][CH2:25][NH:24][CH2:23][CH2:22]3)[CH2:15]2)=[CH:7][CH:6]=1)(=[O:4])=[O:3].[Cl:27][C:28]1[CH:29]=[C:30]([N:35]=[C:36]=[O:37])[CH:31]=[CH:32][C:33]=1[F:34]. Product: [Cl:27][C:28]1[CH:29]=[C:30]([NH:35][C:36]([N:24]2[CH2:25][CH2:26][N:21]([CH2:20][C@@H:16]3[CH2:17][CH2:18][CH2:19][N:14]([CH2:13][CH2:12][CH2:11][C:8]4[CH:7]=[CH:6][C:5]([S:2]([CH3:1])(=[O:3])=[O:4])=[CH:10][CH:9]=4)[CH2:15]3)[CH2:22][CH2:23]2)=[O:37])[CH:31]=[CH:32][C:33]=1[F:34]. The catalyst class is: 11. (6) Reactant: [C:1]([O:5][C:6](=[O:19])[N:7]([C:9]1[CH:14]=[C:13]([Cl:15])[CH:12]=[CH:11][C:10]=1[N+:16]([O-])=O)[CH3:8])([CH3:4])([CH3:3])[CH3:2].O1CCOCC1.S(S([O-])=O)([O-])=O.[Na+].[Na+].C(=O)([O-])O.[Na+]. Product: [C:1]([O:5][C:6](=[O:19])[N:7]([C:9]1[CH:14]=[C:13]([Cl:15])[CH:12]=[CH:11][C:10]=1[NH2:16])[CH3:8])([CH3:4])([CH3:2])[CH3:3]. The catalyst class is: 6. (7) Reactant: [Si]([O:8][C@@H:9]([C:40](=[O:42])[NH2:41])[CH2:10][C@H:11]1[CH2:22][CH2:21][C:20]2[S:19][C:18]3[N:17]=[CH:16][N:15]=[C:14]([O:23][CH:24]4[CH2:29][CH2:28][CH:27]([N:30]([CH2:38][CH3:39])C(=O)OC(C)(C)C)[CH2:26][CH2:25]4)[C:13]=3[C:12]1=2)(C(C)(C)C)(C)C. Product: [CH2:38]([NH:30][CH:27]1[CH2:28][CH2:29][CH:24]([O:23][C:14]2[C:13]3[C:12]4[C@@H:11]([CH2:10][C@@H:9]([OH:8])[C:40]([NH2:41])=[O:42])[CH2:22][CH2:21][C:20]=4[S:19][C:18]=3[N:17]=[CH:16][N:15]=2)[CH2:25][CH2:26]1)[CH3:39]. The catalyst class is: 4. (8) Reactant: [OH:1][CH2:2][C:3]1[N:7]([CH2:8][CH2:9][NH:10][C:11](=[O:17])[O:12][C:13]([CH3:16])([CH3:15])[CH3:14])[N:6]=[C:5]([C:18]2[CH:23]=[CH:22][CH:21]=[CH:20][CH:19]=2)[CH:4]=1. Product: [CH:2]([C:3]1[N:7]([CH2:8][CH2:9][NH:10][C:11](=[O:17])[O:12][C:13]([CH3:16])([CH3:15])[CH3:14])[N:6]=[C:5]([C:18]2[CH:19]=[CH:20][CH:21]=[CH:22][CH:23]=2)[CH:4]=1)=[O:1]. The catalyst class is: 7. (9) Reactant: C(OC([N:8]1[CH2:13][CH2:12][C:11]([OH:15])([CH3:14])[CH2:10][CH2:9]1)=O)(C)(C)C.[ClH:16].O1CCOCC1. Product: [ClH:16].[CH3:14][C:11]1([OH:15])[CH2:12][CH2:13][NH:8][CH2:9][CH2:10]1. The catalyst class is: 2.